Task: Predict the reactants needed to synthesize the given product.. Dataset: Full USPTO retrosynthesis dataset with 1.9M reactions from patents (1976-2016) (1) Given the product [ClH:27].[ClH:27].[CH2:25]([O:24][C:22]([C:20]1[N:19]=[CH:18][N:17]([CH2:16][C@H:12]2[CH2:11][CH2:10][C@@H:9]3[C@@H:14]([CH2:15][C@@H:6]([C:4]([OH:5])=[O:3])[NH:7][CH2:8]3)[CH2:13]2)[CH:21]=1)=[O:23])[CH3:26], predict the reactants needed to synthesize it. The reactants are: C([O:3][C:4]([C@@H:6]1[CH2:15][C@@H:14]2[C@@H:9]([CH2:10][CH2:11][C@H:12]([CH2:16][N:17]3[CH:21]=[C:20]([C:22]([O:24][CH2:25][CH3:26])=[O:23])[N:19]=[CH:18]3)[CH2:13]2)[CH2:8][NH:7]1)=[O:5])C.[ClH:27]. (2) Given the product [CH3:7][N:6]([CH3:8])[CH2:5][CH2:4][N:3]([CH2:1][CH3:2])[C:30]([C:25]1[CH:24]=[C:23]2[C:28]([CH:29]=[C:20]([C:18]3[N:19]=[C:15]([C:12]4[CH:11]=[CH:10][N:9]=[CH:14][CH:13]=4)[S:16][CH:17]=3)[C:21](=[O:33])[NH:22]2)=[CH:27][CH:26]=1)=[O:31], predict the reactants needed to synthesize it. The reactants are: [CH2:1]([NH:3][CH2:4][CH2:5][N:6]([CH3:8])[CH3:7])[CH3:2].[N:9]1[CH:14]=[CH:13][C:12]([C:15]2[S:16][CH:17]=[C:18]([C:20]3[C:21](=[O:33])[NH:22][C:23]4[C:28]([CH:29]=3)=[CH:27][CH:26]=[C:25]([C:30](O)=[O:31])[CH:24]=4)[N:19]=2)=[CH:11][CH:10]=1. (3) The reactants are: CN(C)S([N:6]1[C:10]([CH2:11][NH:12][CH2:13][CH3:14])=[CH:9][N:8]=[CH:7]1)(=O)=O.[Cl:16][C:17]1[CH:22]=[C:21](F)[CH:20]=[CH:19][N:18]=1.Cl.N. Given the product [Cl:16][C:17]1[CH:22]=[C:21]([N:12]([CH2:13][CH3:14])[CH2:11][C:10]2[NH:6][CH:7]=[N:8][CH:9]=2)[CH:20]=[CH:19][N:18]=1, predict the reactants needed to synthesize it.